From a dataset of Reaction yield outcomes from USPTO patents with 853,638 reactions. Predict the reaction yield, written as a fraction of the theoretical maximum amount of product (1.0 means a 100% yield; for example, 0.34 means a 34% yield). (1) The product is [CH2:1]([O:3][C:4]([C:6]1[S:7][C:8]([O:34][C:31]2[CH:32]=[CH:33][C:27]3[O:26][CH2:25][O:29][C:28]=3[CH:30]=2)=[C:9]2[C:17]3[N:16]([CH3:18])[N:15]=[CH:14][C:13]=3[C:12]([CH3:20])([CH3:19])[CH2:11][C:10]=12)=[O:5])[CH3:2]. The yield is 0.420. The catalyst is CN1CCCC1=O. The reactants are [CH2:1]([O:3][C:4]([CH:6]1[C:10]2=[CH:11][C:12]([CH3:20])([CH3:19])[C:13]3[CH:14]=[N:15][N:16]([CH3:18])[C:17]=3[C:9]2=[C:8](S(C)(=O)=O)[S:7]1)=[O:5])[CH3:2].[CH2:25]1[O:29][C:28]2[CH:30]=[C:31]([OH:34])[CH:32]=[CH:33][C:27]=2[O:26]1.CC(C)([O-])C.[K+].O. (2) The reactants are O=[C:2]1[CH2:5][C:4]2([CH2:10][CH2:9][N:8](C(OC(C)(C)C)=O)[CH2:7][CH2:6]2)[CH2:3]1.[F:18][C:19]1[C:24]([F:25])=[CH:23][CH:22]=[CH:21][C:20]=1[Mg]Br.C([SiH](CC)CC)C.FC(F)(F)C(O)=O.C(Cl)[Cl:43]. The catalyst is C1COCC1. The product is [ClH:43].[F:18][C:19]1[C:24]([F:25])=[CH:23][CH:22]=[CH:21][C:20]=1[CH:2]1[CH2:3][C:4]2([CH2:6][CH2:7][NH:8][CH2:9][CH2:10]2)[CH2:5]1. The yield is 0.610. (3) The reactants are [NH2:1][C:2]1[C:11]2[C:6](=[C:7](I)[CH:8]=[CH:9][CH:10]=2)[N:5]=[N:4][C:3]=1[C:13]([NH:15][CH2:16][CH2:17][CH3:18])=[O:14].C([Sn](CCCC)(CCCC)[C:24]1[CH:29]=[CH:28][CH:27]=[CH:26][N:25]=1)CCC. No catalyst specified. The product is [NH2:1][C:2]1[C:11]2[C:6](=[C:7]([C:24]3[CH:29]=[CH:28][CH:27]=[CH:26][N:25]=3)[CH:8]=[CH:9][CH:10]=2)[N:5]=[N:4][C:3]=1[C:13]([NH:15][CH2:16][CH2:17][CH3:18])=[O:14]. The yield is 0.390. (4) The reactants are [CH3:1][S:2]([C:5]1[CH:10]=[CH:9][C:8]([CH2:11][C:12]([OH:14])=[O:13])=[CH:7][CH:6]=1)(=[O:4])=[O:3].S(=O)(=O)(O)O.[CH3:20]O. No catalyst specified. The product is [CH3:20][O:13][C:12](=[O:14])[CH2:11][C:8]1[CH:7]=[CH:6][C:5]([S:2]([CH3:1])(=[O:3])=[O:4])=[CH:10][CH:9]=1. The yield is 0.980. (5) The reactants are Cl.[NH:2]1[CH2:5][CH:4]([NH:6][C:7]2[C:12]([F:13])=[CH:11][N:10]=[C:9]([C:14]3[C:22]4[C:17](=[N:18][CH:19]=[C:20]([Cl:23])[CH:21]=4)[N:16]([S:24]([C:27]4[CH:33]=[CH:32][C:30]([CH3:31])=[CH:29][CH:28]=4)(=[O:26])=[O:25])[CH:15]=3)[N:8]=2)[CH2:3]1.CCN(C(C)C)C(C)C.[CH2:43]([S:46](Cl)(=[O:48])=[O:47])[CH2:44][CH3:45].N1CCOCC1. The catalyst is C1COCC1. The product is [Cl:23][C:20]1[CH:21]=[C:22]2[C:14]([C:9]3[N:8]=[C:7]([NH:6][CH:4]4[CH2:3][N:2]([S:46]([CH2:43][CH2:44][CH3:45])(=[O:48])=[O:47])[CH2:5]4)[C:12]([F:13])=[CH:11][N:10]=3)=[CH:15][N:16]([S:24]([C:27]3[CH:33]=[CH:32][C:30]([CH3:31])=[CH:29][CH:28]=3)(=[O:26])=[O:25])[C:17]2=[N:18][CH:19]=1. The yield is 0.430. (6) The reactants are [N:1]1[C:5]2[CH:6]=[CH:7][CH:8]=[CH:9][C:4]=2[NH:3][C:2]=1[CH2:10][C:11]#[N:12].[S:13]1[C:17]2[CH:18]=[CH:19][CH:20]=[CH:21][C:16]=2[C:15]([CH:22]([C:27]([CH3:29])=O)[C:23](OC)=[O:24])=[CH:14]1.C([O-])(=O)C.[NH4+]. The catalyst is O. The product is [S:13]1[C:17]2[CH:18]=[CH:19][CH:20]=[CH:21][C:16]=2[C:15]([C:22]2[C:23](=[O:24])[N:3]3[C:2]([NH:1][C:5]4[CH:6]=[CH:7][CH:8]=[CH:9][C:4]=43)=[C:10]([C:11]#[N:12])[C:27]=2[CH3:29])=[CH:14]1. The yield is 0.590. (7) The reactants are [Cl:1][C:2]1[CH:7]=[CH:6][CH:5]=[CH:4][C:3]=1[C:8]1[N+:9]([O-])=[CH:10][C:11]2[C:16]([CH:17]=1)=[CH:15][N:14]=[C:13]([NH:18][C:19]([CH:21]1[CH2:23][CH2:22]1)=[O:20])[CH:12]=2.FC(F)(F)C(OC(=O)C(F)(F)F)=[O:28]. The catalyst is O1CCCC1.C(OCC)(=O)C. The product is [Cl:1][C:2]1[CH:7]=[CH:6][CH:5]=[CH:4][C:3]=1[C:8]1[NH:9][C:10](=[O:28])[C:11]2[CH:12]=[C:13]([NH:18][C:19]([CH:21]3[CH2:23][CH2:22]3)=[O:20])[N:14]=[CH:15][C:16]=2[CH:17]=1. The yield is 0.200.